From a dataset of Catalyst prediction with 721,799 reactions and 888 catalyst types from USPTO. Predict which catalyst facilitates the given reaction. (1) Reactant: COC1C=C(OC)C=CC=1C[N:6]1[C:11](=[O:12])[C:10]2[CH:13]=[C:14]([CH2:16][CH3:17])[S:15][C:9]=2[N:8]([CH2:18][C:19]2[CH:24]=[CH:23][C:22]([C:25]3[CH:30]=[CH:29][CH:28]=[CH:27][C:26]=3[C:31]3[N:35]([CH2:36][O:37][CH2:38][CH2:39][O:40][CH3:41])[C:34](=[O:42])[O:33][N:32]=3)=[CH:21][CH:20]=2)[C:7]1=[O:43].FC(F)(F)C(O)=O. Product: [CH2:16]([C:14]1[S:15][C:9]2[N:8]([CH2:18][C:19]3[CH:20]=[CH:21][C:22]([C:25]4[CH:30]=[CH:29][CH:28]=[CH:27][C:26]=4[C:31]4[N:35]([CH2:36][O:37][CH2:38][CH2:39][O:40][CH3:41])[C:34](=[O:42])[O:33][N:32]=4)=[CH:23][CH:24]=3)[C:7](=[O:43])[NH:6][C:11](=[O:12])[C:10]=2[CH:13]=1)[CH3:17]. The catalyst class is: 11. (2) Reactant: [CH3:1][O:2][C:3](=[O:40])[N:4]([CH2:18][C:19]1[CH:24]=[C:23]([C:25]([F:28])([F:27])[F:26])[CH:22]=[CH:21][C:20]=1[C:29]1[CH:34]=[C:33]([CH:35]([CH3:37])[CH3:36])[CH:32]=[CH:31][C:30]=1[O:38][CH3:39])[CH2:5][C:6]1[CH:11]=[C:10]([C:12]([F:15])([F:14])[F:13])[CH:9]=[C:8]([S:16][CH3:17])[CH:7]=1.C1C=C(Cl)C=C(C(OO)=[O:49])C=1.OS([O-])=O.[Na+]. Product: [CH3:1][O:2][C:3](=[O:40])[N:4]([CH2:18][C:19]1[CH:24]=[C:23]([C:25]([F:28])([F:26])[F:27])[CH:22]=[CH:21][C:20]=1[C:29]1[CH:34]=[C:33]([CH:35]([CH3:37])[CH3:36])[CH:32]=[CH:31][C:30]=1[O:38][CH3:39])[CH2:5][C:6]1[CH:11]=[C:10]([C:12]([F:15])([F:14])[F:13])[CH:9]=[C:8]([S:16]([CH3:17])=[O:49])[CH:7]=1. The catalyst class is: 2. (3) Reactant: C[C:2]1[C:3]([CH:13]2[CH2:16][N:15]([C:17](=[O:22])[C:18]([F:21])([F:20])[F:19])[CH2:14]2)=[C:4]([S:9](Cl)(=[O:11])=[O:10])[CH:5]=[CH:6][C:7]=1[F:8].[NH2:23][C:24]1[C:33]([C:34]([O:36][CH3:37])=[O:35])=[C:32]2[C:27]([CH:28]3[CH2:38][CH:29]3[CH2:30][O:31]2)=[CH:26][CH:25]=1. Product: [F:8][C:7]1[CH:6]=[CH:5][C:4]([S:9]([NH:23][C:24]2[C:33]([C:34]([O:36][CH3:37])=[O:35])=[C:32]3[C:27]([CH:28]4[CH2:38][CH:29]4[CH2:30][O:31]3)=[CH:26][CH:25]=2)(=[O:10])=[O:11])=[C:3]([CH:13]2[CH2:14][N:15]([C:17](=[O:22])[C:18]([F:20])([F:19])[F:21])[CH2:16]2)[CH:2]=1. The catalyst class is: 298. (4) Reactant: [Cl:1][C:2]1[CH:3]=[C:4]2[C:9](=[CH:10][CH:11]=1)[N:8]1[C:12]([CH2:15][CH2:16][C:17](OCC)=[O:18])=[N:13][CH:14]=[C:7]1[C:6](=[O:22])[NH:5]2.[H-].[Al+3].[Li+].[H-].[H-].[H-]. Product: [Cl:1][C:2]1[CH:3]=[C:4]2[C:9](=[CH:10][CH:11]=1)[N:8]1[C:12]([CH2:15][CH2:16][CH2:17][OH:18])=[N:13][CH:14]=[C:7]1[C:6](=[O:22])[NH:5]2. The catalyst class is: 7.